This data is from Forward reaction prediction with 1.9M reactions from USPTO patents (1976-2016). The task is: Predict the product of the given reaction. The product is: [CH3:22][S:19]([CH2:18][CH2:17][C:13]1[CH:12]=[C:11]([NH:10][C:8](=[O:9])[C:7]([F:23])([F:6])[F:24])[CH:16]=[CH:15][C:14]=1[S:2]([OH:5])(=[O:4])=[O:3])(=[O:20])=[O:21]. Given the reactants Cl[S:2]([OH:5])(=[O:4])=[O:3].[F:6][C:7]([F:24])([F:23])[C:8]([NH:10][C:11]1[CH:16]=[CH:15][CH:14]=[C:13]([CH2:17][CH2:18][S:19]([CH3:22])(=[O:21])=[O:20])[CH:12]=1)=[O:9], predict the reaction product.